This data is from Catalyst prediction with 721,799 reactions and 888 catalyst types from USPTO. The task is: Predict which catalyst facilitates the given reaction. (1) Reactant: [H-].[Na+].[CH3:3][S:4]([C:7]1[CH:12]=[CH:11][CH:10]=[CH:9][C:8]=1[OH:13])(=[O:6])=[O:5].[Cl:14][C:15]1[CH:31]=[C:30]([Cl:32])[CH:29]=[CH:28][C:16]=1[CH2:17][NH:18][C:19](=[O:27])[C:20]1[CH:25]=[CH:24][N:23]=[C:22](F)[CH:21]=1. Product: [Cl:14][C:15]1[CH:31]=[C:30]([Cl:32])[CH:29]=[CH:28][C:16]=1[CH2:17][NH:18][C:19](=[O:27])[C:20]1[CH:21]=[CH:22][N:23]=[C:24]([O:13][C:8]2[CH:9]=[CH:10][CH:11]=[CH:12][C:7]=2[S:4]([CH3:3])(=[O:5])=[O:6])[CH:25]=1. The catalyst class is: 80. (2) Reactant: [C@@H:1]12[N:7]([C:8]([O:10][C:11]([CH3:14])([CH3:13])[CH3:12])=[O:9])[C@@H:4]([CH:5]=[CH:6]1)[C:3]([C:15]([O:17][CH3:18])=[O:16])=[C:2]2[C:19]([O:21][CH3:22])=[O:20]. Product: [C@@H:4]12[N:7]([C:8]([O:10][C:11]([CH3:14])([CH3:13])[CH3:12])=[O:9])[C@@H:1]([CH2:6][CH2:5]1)[CH:2]([C:19]([O:21][CH3:22])=[O:20])[CH:3]2[C:15]([O:17][CH3:18])=[O:16]. The catalyst class is: 458. (3) Reactant: [F:1][C:2]([F:19])([F:18])[C:3]1[CH:8]=[CH:7][CH:6]=[CH:5][C:4]=1[C:9]1[CH:14]=[CH:13][CH:12]=[C:11]([C:15](=[O:17])[CH3:16])[CH:10]=1.CO[CH:22](OC)[N:23]([CH3:25])[CH3:24]. Product: [CH3:22][N:23]([CH3:25])[CH:24]=[CH:16][C:15]([C:11]1[CH:10]=[C:9]([C:4]2[CH:5]=[CH:6][CH:7]=[CH:8][C:3]=2[C:2]([F:18])([F:19])[F:1])[CH:14]=[CH:13][CH:12]=1)=[O:17]. The catalyst class is: 3. (4) Reactant: [NH2:1][C:2]1[N:11]=[C:10]([NH2:12])[C:9]2[C:4](=[CH:5][CH:6]=[C:7]([CH2:13][O:14][C:15](=[O:26])[C:16]3[CH:21]=[C:20]([O:22][CH3:23])[CH:19]=[CH:18][C:17]=3OC)[CH:8]=2)[N:3]=1.NC1N=C(N)C2C(=CC=C(CBr)C=2)N=1.[CH3:41][O:42]C1C=C(C=CC=1OC)C(O)=O.C(=O)([O-])[O-].[K+].[K+]. Product: [NH2:1][C:2]1[N:11]=[C:10]([NH2:12])[C:9]2[C:4](=[CH:5][CH:6]=[C:7]([CH2:13][O:14][C:15](=[O:26])[C:16]3[CH:17]=[CH:18][C:19]([O:42][CH3:41])=[C:20]([O:22][CH3:23])[CH:21]=3)[CH:8]=2)[N:3]=1. The catalyst class is: 3. (5) Reactant: [NH2:1][C@@H:2]([C@H:40]([C:48]1[CH:53]=[C:52]([F:54])[CH:51]=[C:50]([F:55])[CH:49]=1)[C:41]1[CH:46]=[CH:45][C:44]([F:47])=[CH:43][CH:42]=1)[C:3]([NH:5][C:6]1[CH:38]=[CH:37][CH:36]=[C:35]([F:39])[C:7]=1[CH2:8][CH2:9][C@@H:10]1[N:15]([S:16]([C:19]2[CH:24]=[CH:23][C:22]([O:25][CH3:26])=[CH:21][CH:20]=2)(=[O:18])=[O:17])[C@H:14]([CH3:27])[CH2:13][N:12](C(OC(C)(C)C)=O)[CH2:11]1)=[O:4].C(O)(C(F)(F)F)=O. Product: [F:55][C:50]1[CH:49]=[C:48]([C@H:40]([C:41]2[CH:46]=[CH:45][C:44]([F:47])=[CH:43][CH:42]=2)[C@@H:2]([C:3]([NH:5][C:6]2[CH:38]=[CH:37][CH:36]=[C:35]([F:39])[C:7]=2[CH2:8][CH2:9][C@H:10]2[CH2:11][NH:12][CH2:13][C@@H:14]([CH3:27])[N:15]2[S:16]([C:19]2[CH:24]=[CH:23][C:22]([O:25][CH3:26])=[CH:21][CH:20]=2)(=[O:18])=[O:17])=[O:4])[NH2:1])[CH:53]=[C:52]([F:54])[CH:51]=1. The catalyst class is: 2.